This data is from Catalyst prediction with 721,799 reactions and 888 catalyst types from USPTO. The task is: Predict which catalyst facilitates the given reaction. (1) Reactant: [CH:1]1([CH2:6][C@H:7]([CH2:26][C:27](=[O:37])[NH:28][O:29]CC2C=CC=CC=2)[C:8]([N:10]2[C@H:14]([C:15]([NH:17][C:18]3[CH:23]=[CH:22][C:21]([F:24])=[CH:20][N+:19]=3[O-:25])=[O:16])[CH2:13][CH:12]=[N:11]2)=[O:9])[CH2:5][CH2:4][CH2:3][CH2:2]1. Product: [CH:1]1([CH2:6][C@H:7]([CH2:26][C:27]([NH:28][OH:29])=[O:37])[C:8]([N:10]2[C@H:14]([C:15]([NH:17][C:18]3[CH:23]=[CH:22][C:21]([F:24])=[CH:20][N+:19]=3[O-:25])=[O:16])[CH2:13][CH:12]=[N:11]2)=[O:9])[CH2:2][CH2:3][CH2:4][CH2:5]1. The catalyst class is: 105. (2) Reactant: [CH3:1][C:2]([CH3:7])([CH3:6])[CH2:3][CH:4]=O.[NH:8]1[CH2:18][CH2:17][CH:11]([C:12]([O:14][CH2:15][CH3:16])=[O:13])[CH2:10][CH2:9]1.C([BH3-])#N.[Na+]. Product: [CH2:15]([O:14][C:12]([CH:11]1[CH2:17][CH2:18][N:8]([CH2:4][CH2:3][C:2]([CH3:7])([CH3:6])[CH3:1])[CH2:9][CH2:10]1)=[O:13])[CH3:16]. The catalyst class is: 130. (3) Reactant: [C:1]([NH:4][N:5]=[C:6]([C:15]#[N:16])[C:7]1[CH:12]=[CH:11][CH:10]=[C:9]([Cl:13])[C:8]=1[Cl:14])(=[NH:3])[NH2:2]. Product: [NH2:3][C:1]1[N:4]=[N:5][C:6]([C:7]2[CH:12]=[CH:11][CH:10]=[C:9]([Cl:13])[C:8]=2[Cl:14])=[C:15]([NH2:16])[N:2]=1. The catalyst class is: 259.